From a dataset of Forward reaction prediction with 1.9M reactions from USPTO patents (1976-2016). Predict the product of the given reaction. (1) Given the reactants [F:1][C:2]1[CH:9]=[CH:8][C:7]([F:10])=[CH:6][C:3]=1[CH:4]=O.[N+:11]([CH2:14][CH2:15][CH2:16][C:17]([O:19]C)=O)([O-:13])=[O:12].[CH3:21][NH2:22], predict the reaction product. The product is: [F:1][C:2]1[CH:9]=[CH:8][C:7]([F:10])=[CH:6][C:3]=1[C@@H:4]1[N:22]([CH3:21])[C:17](=[O:19])[CH2:16][CH2:15][C@H:14]1[N+:11]([O-:13])=[O:12]. (2) Given the reactants [Si:1]([O:8][CH2:9][C@@H:10]1[CH2:14][C@@H:13]([N:15]2[C:19]3[N:20]=[CH:21][N:22]=[C:23]([NH:24][C@@H:25]4[C:33]5[C:28](=[CH:29][CH:30]=[CH:31][CH:32]=5)[CH2:27][CH2:26]4)[C:18]=3[CH:17]=[CH:16]2)[C@H:12]([OH:34])[C@@H:11]1[OH:35])([C:4]([CH3:7])([CH3:6])[CH3:5])([CH3:3])[CH3:2].[C:36](N1C=CN=C1)(N1C=CN=C1)=[S:37], predict the reaction product. The product is: [Si:1]([O:8][CH2:9][C@H:10]1[C@@H:11]2[C@@H:12]([O:34][C:36](=[S:37])[O:35]2)[C@H:13]([N:15]2[C:19]3[N:20]=[CH:21][N:22]=[C:23]([NH:24][C@@H:25]4[C:33]5[C:28](=[CH:29][CH:30]=[CH:31][CH:32]=5)[CH2:27][CH2:26]4)[C:18]=3[CH:17]=[CH:16]2)[CH2:14]1)([C:4]([CH3:7])([CH3:5])[CH3:6])([CH3:2])[CH3:3]. (3) Given the reactants [Cl:1][C:2]1[CH:7]=[CH:6][C:5]([CH:8]([C:15]2[C:23]3[C:18](=[C:19]([CH2:24][S:25][CH3:26])[CH:20]=[CH:21][CH:22]=3)[NH:17][CH:16]=2)[CH2:9][C:10]([O:12][CH2:13][CH3:14])=[O:11])=[C:4]([F:27])[CH:3]=1.O1CCCC1.[H-].[Na+].[C:35](O[C:35]([O:37][C:38]([CH3:41])([CH3:40])[CH3:39])=[O:36])([O:37][C:38]([CH3:41])([CH3:40])[CH3:39])=[O:36], predict the reaction product. The product is: [Cl:1][C:2]1[CH:7]=[CH:6][C:5]([CH:8]([C:15]2[C:23]3[C:18](=[C:19]([CH2:24][S:25][CH3:26])[CH:20]=[CH:21][CH:22]=3)[N:17]([C:35]([O:37][C:38]([CH3:41])([CH3:40])[CH3:39])=[O:36])[CH:16]=2)[CH2:9][C:10]([O:12][CH2:13][CH3:14])=[O:11])=[C:4]([F:27])[CH:3]=1. (4) Given the reactants [Mg].Br[C:3]1[CH:8]=[CH:7][C:6]([F:9])=[CH:5][CH:4]=1.[CH3:10][O:11][CH2:12][C:13]([C:15]1[CH:20]=[CH:19][CH:18]=[CH:17][CH:16]=1)=[O:14].[Cl-].[NH4+], predict the reaction product. The product is: [F:9][C:6]1[CH:7]=[CH:8][C:3]([C:13]([C:15]2[CH:20]=[CH:19][CH:18]=[CH:17][CH:16]=2)([OH:14])[CH2:12][O:11][CH3:10])=[CH:4][CH:5]=1. (5) Given the reactants [Cl:1][C:2]1[CH:7]=[CH:6][C:5]([C:8]2([C:11]3[C:20]([OH:21])=[C:19]([C:22]([OH:24])=[O:23])[C:18]4[C:13](=[C:14](OC(F)(F)F)[CH:15]=[CH:16][CH:17]=4)[N:12]=3)[CH2:10][CH2:9]2)=[CH:4][CH:3]=1.N1C2C(=CC=CC=2)C(=O)C1=O.C(OCC(C1(C2C=CC(Cl)=CC=2)CC1)=O)(=O)C.Cl, predict the reaction product. The product is: [Cl:1][C:2]1[CH:7]=[CH:6][C:5]([C:8]2([C:11]3[C:20]([OH:21])=[C:19]([C:22]([OH:24])=[O:23])[C:18]4[C:13](=[CH:14][CH:15]=[CH:16][CH:17]=4)[N:12]=3)[CH2:9][CH2:10]2)=[CH:4][CH:3]=1. (6) Given the reactants [CH3:1][S:2][C:3]1[N:8]=[CH:7][C:6]([C:9]([O:11]CC)=[O:10])=[CH:5][N:4]=1.[Li+].[OH-], predict the reaction product. The product is: [CH3:1][S:2][C:3]1[N:8]=[CH:7][C:6]([C:9]([OH:11])=[O:10])=[CH:5][N:4]=1.